Dataset: Forward reaction prediction with 1.9M reactions from USPTO patents (1976-2016). Task: Predict the product of the given reaction. (1) Given the reactants Cl.[CH:2]1([NH:7][NH2:8])[CH2:6][CH2:5][CH2:4][CH2:3]1.[CH2:9]([O:11][C:12](=[O:24])[C:13](=[CH:20]N(C)C)[C:14](=O)[C:15]([F:18])([F:17])[F:16])[CH3:10].C([O-])(=O)C.[Na+], predict the reaction product. The product is: [CH2:9]([O:11][C:12]([C:13]1[CH:20]=[N:8][N:7]([CH:2]2[CH2:6][CH2:5][CH2:4][CH2:3]2)[C:14]=1[C:15]([F:16])([F:17])[F:18])=[O:24])[CH3:10]. (2) The product is: [CH2:27]([N:13]([CH3:14])[CH2:12][C:9]1[NH:10][CH:11]=[C:7]([C:4]2[CH:5]=[CH:6][C:1]([C:15]3[CH:16]=[CH:17][CH:18]=[CH:19][CH:20]=3)=[CH:2][CH:3]=2)[N:8]=1)[C:28]1[CH:33]=[CH:32][CH:31]=[CH:30][CH:29]=1. Given the reactants [C:1]1([C:15]2[CH:20]=[CH:19][CH:18]=[CH:17][CH:16]=2)[CH:6]=[CH:5][C:4]([C:7]2[N:8]=[C:9]([CH2:12][NH:13][CH3:14])[NH:10][CH:11]=2)=[CH:3][CH:2]=1.C(=O)([O-])[O-].[K+].[K+].[CH2:27](Br)[C:28]1[CH:33]=[CH:32][CH:31]=[CH:30][CH:29]=1.O, predict the reaction product. (3) Given the reactants [F:1][C:2]1[CH:16]=[CH:15][C:5]([O:6][CH:7]2[CH2:10][N:9]([CH2:11][CH2:12][CH2:13][NH2:14])[CH2:8]2)=[CH:4][CH:3]=1.[N:17]([C:20]1[CH:25]=[CH:24][CH:23]=[C:22]([O:26][CH3:27])[CH:21]=1)=[C:18]=[O:19], predict the reaction product. The product is: [F:1][C:2]1[CH:3]=[CH:4][C:5]([O:6][CH:7]2[CH2:10][N:9]([CH2:11][CH2:12][CH2:13][NH:14][C:18]([NH:17][C:20]3[CH:25]=[CH:24][CH:23]=[C:22]([O:26][CH3:27])[CH:21]=3)=[O:19])[CH2:8]2)=[CH:15][CH:16]=1.